Dataset: Forward reaction prediction with 1.9M reactions from USPTO patents (1976-2016). Task: Predict the product of the given reaction. Given the reactants [CH2:1]([C:3]1[CH:4]=[C:5]([C:11]2[CH:12]=[C:13]3[C:17](=[CH:18][CH:19]=2)[C:16](=[O:20])[CH:15]([CH2:21][C:22]([NH:24][CH2:25][C:26]2[CH:31]=[N:30][C:29]([CH3:32])=[CH:28][N:27]=2)=[O:23])[CH2:14]3)[CH:6]=[CH:7][C:8]=1[O:9]C)[CH3:2].B(Br)(Br)Br.CCOC(C)=O.O, predict the reaction product. The product is: [CH2:1]([C:3]1[CH:4]=[C:5]([C:11]2[CH:12]=[C:13]3[C:17](=[CH:18][CH:19]=2)[C:16](=[O:20])[CH:15]([CH2:21][C:22]([NH:24][CH2:25][C:26]2[CH:31]=[N:30][C:29]([CH3:32])=[CH:28][N:27]=2)=[O:23])[CH2:14]3)[CH:6]=[CH:7][C:8]=1[OH:9])[CH3:2].